Dataset: Forward reaction prediction with 1.9M reactions from USPTO patents (1976-2016). Task: Predict the product of the given reaction. Given the reactants [C:1]1([C@H:7]2[C@@H:11]([C:12]3[CH:17]=[CH:16][CH:15]=[CH:14][CH:13]=3)[O:10][C:9](=[O:18])[NH:8]2)[CH:6]=[CH:5][CH:4]=[CH:3][CH:2]=1.[CH3:19][C:20](=[CH:24][CH2:25][CH3:26])[C:21]([OH:23])=O.[CH3:27]COC1N(C(OCC)=O)C2C(=CC=CC=2)C=C1.[Li+].[Cl-], predict the reaction product. The product is: [CH3:19]/[C:20](=[CH:24]\[CH2:25][CH2:26][CH3:27])/[C:21]([N:8]1[C@@H:7]([C:1]2[CH:2]=[CH:3][CH:4]=[CH:5][CH:6]=2)[C@@H:11]([C:12]2[CH:13]=[CH:14][CH:15]=[CH:16][CH:17]=2)[O:10][C:9]1=[O:18])=[O:23].